From a dataset of Forward reaction prediction with 1.9M reactions from USPTO patents (1976-2016). Predict the product of the given reaction. (1) Given the reactants F[C:2](F)(F)[C:3]([NH:5][C:6]1[CH:11]=[C:10]([O:12][CH3:13])[CH:9]=[CH:8][C:7]=1I)=O.C[Si](C)(C)C#C[C:21]1[CH:25]=[C:24]([CH3:26])[S:23][CH:22]=1.[F-].C([N+](CCCC)(CCCC)CCCC)CCC.C(=O)([O-])[O-].[K+].[K+], predict the reaction product. The product is: [CH3:13][O:12][C:10]1[CH:11]=[C:6]2[C:7]([CH:2]=[C:3]([C:21]3[CH:25]=[C:24]([CH3:26])[S:23][CH:22]=3)[NH:5]2)=[CH:8][CH:9]=1. (2) Given the reactants [CH3:1][C:2]1[O:6][C:5]([C:7]([O:9]C)=[O:8])=[CH:4][C:3]=1[C:11]1[N:15]([CH3:16])[N:14]=[CH:13][CH:12]=1.C1C(=O)N([Br:24])C(=O)C1.[OH-].[Na+], predict the reaction product. The product is: [Br:24][C:12]1[CH:13]=[N:14][N:15]([CH3:16])[C:11]=1[C:3]1[CH:4]=[C:5]([C:7]([OH:9])=[O:8])[O:6][C:2]=1[CH3:1]. (3) Given the reactants [CH3:1][C:2]1[CH:11]=[C:10]2[C:5]([CH:6]=[CH:7][C:8](=[O:15])[N:9]2[CH2:12][CH:13]=O)=[CH:4][CH:3]=1.[O:16]1[C:21]2[CH:22]=[CH:23][C:24]([CH2:26][N:27]([CH:35]3[CH2:40][CH2:39][NH:38][CH2:37][CH2:36]3)[C:28](=[O:34])[O:29][C:30]([CH3:33])([CH3:32])[CH3:31])=[CH:25][C:20]=2[O:19][CH2:18][CH2:17]1.C(O[BH-](OC(=O)C)OC(=O)C)(=O)C.[Na+].C(=O)([O-])O.[Na+], predict the reaction product. The product is: [O:16]1[C:21]2[CH:22]=[CH:23][C:24]([CH2:26][N:27]([CH:35]3[CH2:40][CH2:39][N:38]([CH2:13][CH2:12][N:9]4[C:10]5[C:5](=[CH:4][CH:3]=[C:2]([CH3:1])[CH:11]=5)[CH:6]=[CH:7][C:8]4=[O:15])[CH2:37][CH2:36]3)[C:28](=[O:34])[O:29][C:30]([CH3:33])([CH3:31])[CH3:32])=[CH:25][C:20]=2[O:19][CH2:18][CH2:17]1. (4) Given the reactants Br[C:2]1[CH:7]=[CH:6][C:5]([C@@H:8]([N:10]2[CH2:15][CH2:14][C@:13]([CH2:22][CH2:23][OH:24])([C:16]3[CH:21]=[CH:20][CH:19]=[CH:18][CH:17]=3)[O:12][C:11]2=[O:25])[CH3:9])=[CH:4][CH:3]=1.[CH3:26][O:27][C:28]1[N:33]=[CH:32][C:31](B(O)O)=[CH:30][CH:29]=1, predict the reaction product. The product is: [OH:24][CH2:23][CH2:22][C@@:13]1([C:16]2[CH:21]=[CH:20][CH:19]=[CH:18][CH:17]=2)[O:12][C:11](=[O:25])[N:10]([C@H:8]([C:5]2[CH:6]=[CH:7][C:2]([C:31]3[CH:32]=[N:33][C:28]([O:27][CH3:26])=[CH:29][CH:30]=3)=[CH:3][CH:4]=2)[CH3:9])[CH2:15][CH2:14]1. (5) Given the reactants [CH3:1][O:2][C:3]1[CH:4]=[C:5]2[C:10](=[CH:11][C:12]=1[O:13][CH3:14])[N:9]=[CH:8][CH:7]=[C:6]2[O:15][C:16]1[CH:22]=[CH:21][C:19]([NH2:20])=[CH:18][CH:17]=1.C1(C)C=CC=CC=1.C(N(CC)CC)C.Cl[C:38](Cl)([O:40][C:41](=[O:47])OC(Cl)(Cl)Cl)Cl.[CH3:49][C:50]1[CH:55]=[CH:54][C:53]([CH3:56])=[CH:52][C:51]=1[S:57][CH2:58]CO, predict the reaction product. The product is: [CH3:1][O:2][C:3]1[CH:4]=[C:5]2[C:10](=[CH:11][C:12]=1[O:13][CH3:14])[N:9]=[CH:8][CH:7]=[C:6]2[O:15][C:16]1[CH:22]=[CH:21][C:19]([NH:20][C:41](=[O:47])[O:40][CH2:38][CH2:58][S:57][C:51]2[CH:52]=[C:53]([CH3:56])[CH:54]=[CH:55][C:50]=2[CH3:49])=[CH:18][CH:17]=1. (6) Given the reactants C(N(CC)CC)C.[NH2:8][C:9]1[CH:10]=[C:11]([CH:24]=[CH:25][C:26]=1[CH3:27])[C:12]([NH:14][C:15]1[CH:20]=[CH:19][CH:18]=[C:17]([N:21]([CH3:23])[CH3:22])[CH:16]=1)=[O:13].[CH3:28][O:29][C:30]1[CH:31]=[C:32]([CH:36]=[CH:37][CH:38]=1)[C:33](Cl)=[O:34], predict the reaction product. The product is: [CH3:22][N:21]([CH3:23])[C:17]1[CH:16]=[C:15]([NH:14][C:12](=[O:13])[C:11]2[CH:24]=[CH:25][C:26]([CH3:27])=[C:9]([NH:8][C:33](=[O:34])[C:32]3[CH:36]=[CH:37][CH:38]=[C:30]([O:29][CH3:28])[CH:31]=3)[CH:10]=2)[CH:20]=[CH:19][CH:18]=1.